Task: Regression. Given two drug SMILES strings and cell line genomic features, predict the synergy score measuring deviation from expected non-interaction effect.. Dataset: NCI-60 drug combinations with 297,098 pairs across 59 cell lines (1) Drug 1: C1CC(=O)NC(=O)C1N2CC3=C(C2=O)C=CC=C3N. Drug 2: CS(=O)(=O)CCNCC1=CC=C(O1)C2=CC3=C(C=C2)N=CN=C3NC4=CC(=C(C=C4)OCC5=CC(=CC=C5)F)Cl. Cell line: A498. Synergy scores: CSS=4.88, Synergy_ZIP=-2.45, Synergy_Bliss=2.05, Synergy_Loewe=1.51, Synergy_HSA=1.55. (2) Drug 1: CC1=C(C=C(C=C1)NC(=O)C2=CC=C(C=C2)CN3CCN(CC3)C)NC4=NC=CC(=N4)C5=CN=CC=C5. Drug 2: CC1CCC2CC(C(=CC=CC=CC(CC(C(=O)C(C(C(=CC(C(=O)CC(OC(=O)C3CCCCN3C(=O)C(=O)C1(O2)O)C(C)CC4CCC(C(C4)OC)OCCO)C)C)O)OC)C)C)C)OC. Cell line: CAKI-1. Synergy scores: CSS=2.11, Synergy_ZIP=3.24, Synergy_Bliss=3.18, Synergy_Loewe=-5.74, Synergy_HSA=-2.85. (3) Drug 1: CC1=C2C(C(=O)C3(C(CC4C(C3C(C(C2(C)C)(CC1OC(=O)C(C(C5=CC=CC=C5)NC(=O)OC(C)(C)C)O)O)OC(=O)C6=CC=CC=C6)(CO4)OC(=O)C)OC)C)OC. Drug 2: CC(C)(C#N)C1=CC(=CC(=C1)CN2C=NC=N2)C(C)(C)C#N. Cell line: HCC-2998. Synergy scores: CSS=19.8, Synergy_ZIP=-4.62, Synergy_Bliss=-12.9, Synergy_Loewe=-40.9, Synergy_HSA=-12.8. (4) Drug 1: C1CC(=O)NC(=O)C1N2CC3=C(C2=O)C=CC=C3N. Drug 2: C1C(C(OC1N2C=NC3=C2NC=NCC3O)CO)O. Cell line: HOP-92. Synergy scores: CSS=2.73, Synergy_ZIP=-2.65, Synergy_Bliss=-5.00, Synergy_Loewe=-3.45, Synergy_HSA=-3.43. (5) Drug 1: C1C(C(OC1N2C=C(C(=O)NC2=O)F)CO)O. Drug 2: CC1CCC2CC(C(=CC=CC=CC(CC(C(=O)C(C(C(=CC(C(=O)CC(OC(=O)C3CCCCN3C(=O)C(=O)C1(O2)O)C(C)CC4CCC(C(C4)OC)OCCO)C)C)O)OC)C)C)C)OC. Cell line: NCI-H460. Synergy scores: CSS=45.4, Synergy_ZIP=-2.63, Synergy_Bliss=-2.89, Synergy_Loewe=-11.7, Synergy_HSA=-0.920. (6) Drug 1: CC=C1C(=O)NC(C(=O)OC2CC(=O)NC(C(=O)NC(CSSCCC=C2)C(=O)N1)C(C)C)C(C)C. Drug 2: CC12CCC3C(C1CCC2O)C(CC4=C3C=CC(=C4)O)CCCCCCCCCS(=O)CCCC(C(F)(F)F)(F)F. Cell line: SN12C. Synergy scores: CSS=4.34, Synergy_ZIP=-3.84, Synergy_Bliss=4.13, Synergy_Loewe=-9.14, Synergy_HSA=3.56. (7) Drug 1: C1=NC2=C(N=C(N=C2N1C3C(C(C(O3)CO)O)F)Cl)N. Drug 2: C1C(C(OC1N2C=NC3=C2NC=NCC3O)CO)O. Cell line: UO-31. Synergy scores: CSS=1.96, Synergy_ZIP=-0.732, Synergy_Bliss=2.14, Synergy_Loewe=1.24, Synergy_HSA=1.48. (8) Drug 1: CN(C)N=NC1=C(NC=N1)C(=O)N. Drug 2: CCC1(C2=C(COC1=O)C(=O)N3CC4=CC5=C(C=CC(=C5CN(C)C)O)N=C4C3=C2)O.Cl. Cell line: PC-3. Synergy scores: CSS=9.30, Synergy_ZIP=-4.88, Synergy_Bliss=-1.08, Synergy_Loewe=-7.33, Synergy_HSA=-2.15. (9) Drug 1: CC(C1=C(C=CC(=C1Cl)F)Cl)OC2=C(N=CC(=C2)C3=CN(N=C3)C4CCNCC4)N. Drug 2: C1CCC(C1)C(CC#N)N2C=C(C=N2)C3=C4C=CNC4=NC=N3. Cell line: HCT116. Synergy scores: CSS=17.3, Synergy_ZIP=0.359, Synergy_Bliss=2.06, Synergy_Loewe=-8.48, Synergy_HSA=-0.413.